This data is from Peptide-MHC class I binding affinity with 185,985 pairs from IEDB/IMGT. The task is: Regression. Given a peptide amino acid sequence and an MHC pseudo amino acid sequence, predict their binding affinity value. This is MHC class I binding data. (1) The peptide sequence is MPVETLFGSY. The MHC is HLA-B53:01 with pseudo-sequence HLA-B53:01. The binding affinity (normalized) is 0.924. (2) The peptide sequence is DSPATLSAY. The MHC is HLA-B07:02 with pseudo-sequence HLA-B07:02. The binding affinity (normalized) is 0.0847. (3) The peptide sequence is SEAAYAKKI. The MHC is HLA-A02:02 with pseudo-sequence HLA-A02:02. The binding affinity (normalized) is 0. (4) The peptide sequence is FSLGVLGMAL. The MHC is HLA-B51:01 with pseudo-sequence HLA-B51:01. The binding affinity (normalized) is 0.237.